Predict the reactants needed to synthesize the given product. From a dataset of Full USPTO retrosynthesis dataset with 1.9M reactions from patents (1976-2016). (1) Given the product [NH2:1][C:2](=[O:47])[CH2:3][C:4]1[CH:9]=[CH:8][CH:7]=[CH:6][C:5]=1[CH2:10][CH2:11][C:12]1[C:17]([C:18]([F:19])([F:21])[F:20])=[CH:16][N:15]=[C:14]([NH:22][C:23]2[CH:28]=[CH:27][C:26]([CH:29]3[CH2:30][CH2:31][N:32]([C:35]([O:37][C:38]([CH3:41])([CH3:40])[CH3:39])=[O:36])[CH2:33][CH2:34]3)=[CH:25][C:24]=2[O:42][C:43]([F:46])([F:45])[F:44])[N:13]=1, predict the reactants needed to synthesize it. The reactants are: [NH2:1][C:2](=[O:47])[CH2:3][C:4]1[CH:9]=[CH:8][CH:7]=[CH:6][C:5]=1[C:10]#[C:11][C:12]1[C:17]([C:18]([F:21])([F:20])[F:19])=[CH:16][N:15]=[C:14]([NH:22][C:23]2[CH:28]=[CH:27][C:26]([CH:29]3[CH2:34][CH2:33][N:32]([C:35]([O:37][C:38]([CH3:41])([CH3:40])[CH3:39])=[O:36])[CH2:31][CH2:30]3)=[CH:25][C:24]=2[O:42][C:43]([F:46])([F:45])[F:44])[N:13]=1. (2) Given the product [C:1]([C:5]1[CH:10]=[C:9]([I:15])[CH:8]=[CH:7][C:6]=1[OH:11])([CH3:4])([CH3:2])[CH3:3], predict the reactants needed to synthesize it. The reactants are: [C:1]([C:5]1[CH:10]=[CH:9][CH:8]=[CH:7][C:6]=1[OH:11])([CH3:4])([CH3:3])[CH3:2].[OH-].[Na+].[OH-].[I-:15].[Na+].Cl[O-].[Na+].S([O-])([O-])(=O)=S.[Na+].[Na+].Cl.